Predict the reactants needed to synthesize the given product. From a dataset of Full USPTO retrosynthesis dataset with 1.9M reactions from patents (1976-2016). (1) Given the product [C:46]([C:36]1[CH:35]=[C:34]([NH:33][C:31](=[O:32])[NH:30][CH2:29][C:28]2[CH:50]=[CH:51][CH:52]=[CH:53][C:27]=2[O:26][C:22]2[N:23]=[CH:24][N:25]=[C:20]([N:1]3[CH2:6][CH2:5][CH:4]([C:7]([NH2:9])=[O:8])[CH2:3][CH2:2]3)[CH:21]=2)[N:38]([C:39]2[CH:44]=[CH:43][C:42]([CH3:45])=[CH:41][CH:40]=2)[N:37]=1)([CH3:49])([CH3:47])[CH3:48], predict the reactants needed to synthesize it. The reactants are: [NH:1]1[CH2:6][CH2:5][CH:4]([C:7]([NH2:9])=[O:8])[CH2:3][CH2:2]1.C(N(CC)C(C)C)(C)C.Cl[C:20]1[N:25]=[CH:24][N:23]=[C:22]([O:26][C:27]2[CH:53]=[CH:52][CH:51]=[CH:50][C:28]=2[CH2:29][NH:30][C:31]([NH:33][C:34]2[N:38]([C:39]3[CH:44]=[CH:43][C:42]([CH3:45])=[CH:41][CH:40]=3)[N:37]=[C:36]([C:46]([CH3:49])([CH3:48])[CH3:47])[CH:35]=2)=[O:32])[CH:21]=1.C(=O)(O)[O-].[Na+]. (2) Given the product [CH3:24][O:23][C:13]1[CH:12]=[C:11]([NH:10][C:4]2[N:5]=[C:6]([O:8][CH3:9])[N:7]=[C:2]([O:25][C:26]3[CH:31]=[CH:30][CH:29]=[CH:28][C:27]=3[C:32]([F:33])([F:34])[F:35])[N:3]=2)[CH:16]=[CH:15][C:14]=1[N:17]1[CH:21]=[C:20]([CH3:22])[N:19]=[CH:18]1, predict the reactants needed to synthesize it. The reactants are: Cl[C:2]1[N:7]=[C:6]([O:8][CH3:9])[N:5]=[C:4]([NH:10][C:11]2[CH:16]=[CH:15][C:14]([N:17]3[CH:21]=[C:20]([CH3:22])[N:19]=[CH:18]3)=[C:13]([O:23][CH3:24])[CH:12]=2)[N:3]=1.[OH:25][C:26]1[CH:31]=[CH:30][CH:29]=[CH:28][C:27]=1[C:32]([F:35])([F:34])[F:33].C(=O)([O-])[O-].[K+].[K+].O.